Dataset: Full USPTO retrosynthesis dataset with 1.9M reactions from patents (1976-2016). Task: Predict the reactants needed to synthesize the given product. (1) Given the product [F:25][C:26]1[C:31]([F:32])=[CH:30][CH:29]=[CH:28][C:27]=1[C:33]1[C:41]([F:42])=[CH:40][CH:39]=[C:38]2[C:34]=1/[C:35](=[CH:15]/[C:12]1[NH:11][C:7]3[CH2:8][CH2:9][CH2:10][N:4]([CH2:3][C@H:2]([OH:1])[CH2:18][N:19]4[CH2:24][CH2:23][O:22][CH2:21][CH2:20]4)[C:5](=[O:17])[C:6]=3[C:13]=1[CH3:14])/[C:36](=[O:43])[NH:37]2.[CH3:14][C:13]1[C:6]2[C:5](=[O:17])[NH:4][CH2:10][CH2:9][CH2:8][C:7]=2[NH:11][CH:12]=1, predict the reactants needed to synthesize it. The reactants are: [OH:1][CH:2]([CH2:18][N:19]1[CH2:24][CH2:23][O:22][CH2:21][CH2:20]1)[CH2:3][N:4]1[CH2:10][CH2:9][CH2:8][C:7]2[NH:11][C:12]([CH:15]=O)=[C:13]([CH3:14])[C:6]=2[C:5]1=[O:17].[F:25][C:26]1[C:31]([F:32])=[CH:30][CH:29]=[CH:28][C:27]=1[C:33]1[C:41]([F:42])=[CH:40][CH:39]=[C:38]2[C:34]=1[CH2:35][C:36](=[O:43])[NH:37]2.N1CCCCC1. (2) Given the product [N:25]1[N:26]([C:30]2[CH:31]=[C:32]([NH:33][C:2]3[CH:3]=[C:4]([NH:10][C@@H:11]4[CH2:16][CH2:15][CH2:14][CH2:13][C@@H:12]4[NH:17][C:18](=[O:24])[O:19][C:20]([CH3:23])([CH3:22])[CH3:21])[CH:5]=[N:6][C:7]=3[C:8]#[N:9])[CH:34]=[CH:35][CH:36]=2)[N:27]=[CH:28][CH:29]=1, predict the reactants needed to synthesize it. The reactants are: Br[C:2]1[CH:3]=[C:4]([NH:10][C@@H:11]2[CH2:16][CH2:15][CH2:14][CH2:13][C@@H:12]2[NH:17][C:18](=[O:24])[O:19][C:20]([CH3:23])([CH3:22])[CH3:21])[CH:5]=[N:6][C:7]=1[C:8]#[N:9].[N:25]1[N:26]([C:30]2[CH:31]=[C:32]([CH:34]=[CH:35][CH:36]=2)[NH2:33])[N:27]=[CH:28][CH:29]=1.O(C1C=CC=CC=1)[Na].O.O.O.CC1(C)C2C(=C(P(C3C=CC=CC=3)C3C=CC=CC=3)C=CC=2)OC2C(P(C3C=CC=CC=3)C3C=CC=CC=3)=CC=CC1=2. (3) Given the product [CH3:1][O:2][C:3]1[CH:4]=[C:5]([S:11]([N:14]2[CH2:18][CH2:17][CH:16]([CH2:19][CH2:20][CH2:21][NH:22][C:31](=[O:32])[CH2:30][O:29][CH2:28][C:27]3[CH:34]=[CH:35][C:24]([F:23])=[CH:25][CH:26]=3)[CH2:15]2)(=[O:12])=[O:13])[CH:6]=[CH:7][C:8]=1[O:9][CH3:10], predict the reactants needed to synthesize it. The reactants are: [CH3:1][O:2][C:3]1[CH:4]=[C:5]([S:11]([N:14]2[CH2:18][CH2:17][CH:16]([CH2:19][CH2:20][CH2:21][NH2:22])[CH2:15]2)(=[O:13])=[O:12])[CH:6]=[CH:7][C:8]=1[O:9][CH3:10].[F:23][C:24]1[CH:35]=[CH:34][C:27]([CH2:28][O:29][CH2:30][C:31](Cl)=[O:32])=[CH:26][CH:25]=1.CCOC(C)=O.C([O-])(O)=O.[Na+]. (4) Given the product [CH3:23][C:24]1([CH3:30])[CH2:29][CH2:28][N:27]([C:2]2[CH:7]=[CH:6][C:5]([C:8]3[S:12][C:11]([CH:13]4[CH2:18][CH2:17][CH:16]([C:19]([O:21][CH3:22])=[O:20])[CH2:15][CH2:14]4)=[N:10][N:9]=3)=[CH:4][CH:3]=2)[CH2:26][CH2:25]1, predict the reactants needed to synthesize it. The reactants are: Br[C:2]1[CH:7]=[CH:6][C:5]([C:8]2[S:12][C:11]([C@H:13]3[CH2:18][CH2:17][C@H:16]([C:19]([O:21][CH3:22])=[O:20])[CH2:15][CH2:14]3)=[N:10][N:9]=2)=[CH:4][CH:3]=1.[CH3:23][C:24]1([CH3:30])[CH2:29][CH2:28][NH:27][CH2:26][CH2:25]1.C1(P(C2CCCCC2)C2C=CC=CC=2C2C(N(C)C)=CC=CC=2)CCCCC1.P([O-])([O-])([O-])=O.[K+].[K+].[K+].Cl. (5) Given the product [Br:21][C:19]1[CH:18]=[CH:17][C:15]2[O:16][C:11]3[C:10](=[O:22])[NH:9][C:8]([C:5]4[CH:6]=[CH:7][C:2]([NH:1][C:52](=[O:53])[CH2:51][CH:48]5[CH2:49][CH2:50][NH:45][CH2:46][CH2:47]5)=[CH:3][C:4]=4[Cl:23])=[N:13][C:12]=3[C:14]=2[CH:20]=1, predict the reactants needed to synthesize it. The reactants are: [NH2:1][C:2]1[CH:7]=[CH:6][C:5]([C:8]2[NH:9][C:10](=[O:22])[C:11]3[O:16][C:15]4[CH:17]=[CH:18][C:19]([Br:21])=[CH:20][C:14]=4[C:12]=3[N:13]=2)=[C:4]([Cl:23])[CH:3]=1.NC1C2C=C(Br)C=CC=2OC=1C(N)=O.C(OC([N:45]1[CH2:50][CH2:49][CH:48]([CH2:51][C:52](O)=[O:53])[CH2:47][CH2:46]1)=O)(C)(C)C.C(N1CC(C(O)=O)C1)(OC(C)(C)C)=O. (6) The reactants are: [CH3:1][O:2][C:3]([C:5]1[CH:6]=[C:7]2[C:12](=[CH:13][CH:14]=1)[CH2:11][NH:10][CH2:9][CH2:8]2)=[O:4].[CH:15]1([C:21](Cl)=[O:22])[CH2:20][CH2:19][CH2:18][CH2:17][CH2:16]1.[Cl-].C([NH+](CC)CC)C. Given the product [CH3:1][O:2][C:3]([C:5]1[CH:6]=[C:7]2[C:12](=[CH:13][CH:14]=1)[CH2:11][N:10]([C:21]([CH:15]1[CH2:20][CH2:19][CH2:18][CH2:17][CH2:16]1)=[O:22])[CH2:9][CH2:8]2)=[O:4], predict the reactants needed to synthesize it. (7) The reactants are: C(N(CC)CC)C.[CH:8]([C:10]1[C:18]2[C:13](=[CH:14][CH:15]=[CH:16][CH:17]=2)[N:12](C(OC(C)(C)C)=O)[CH:11]=1)=[O:9].[CH3:26][O:27][C:28]1[CH:29]=[C:30]([CH:41]=[CH:42][CH:43]=1)[N:31]=[CH:32][C:33]1[C:34]([O:39][CH3:40])=[N:35][CH:36]=[CH:37][CH:38]=1. Given the product [NH:12]1[C:13]2[C:18](=[CH:17][CH:16]=[CH:15][CH:14]=2)[C:10]([C:8](=[O:9])[CH:32]([NH:31][C:30]2[CH:41]=[CH:42][CH:43]=[C:28]([O:27][CH3:26])[CH:29]=2)[C:33]2[C:34]([O:39][CH3:40])=[N:35][CH:36]=[CH:37][CH:38]=2)=[CH:11]1, predict the reactants needed to synthesize it. (8) Given the product [CH2:13]([O:20][C:21]1[C:26]([C:27]([CH3:30])([CH3:29])[CH3:28])=[CH:25][CH:24]=[CH:23][C:22]=1[C:31]1[CH:36]=[CH:35][CH:34]=[C:33]([CH:37]([C:2]2[CH:7]=[CH:6][CH:5]=[CH:4][N:3]=2)[OH:38])[CH:32]=1)[C:14]1[CH:15]=[CH:16][CH:17]=[CH:18][CH:19]=1, predict the reactants needed to synthesize it. The reactants are: Br[C:2]1[CH:7]=[CH:6][CH:5]=[CH:4][N:3]=1.C([Li])CCC.[CH2:13]([O:20][C:21]1[C:26]([C:27]([CH3:30])([CH3:29])[CH3:28])=[CH:25][CH:24]=[CH:23][C:22]=1[C:31]1[CH:36]=[CH:35][CH:34]=[C:33]([CH:37]=[O:38])[CH:32]=1)[C:14]1[CH:19]=[CH:18][CH:17]=[CH:16][CH:15]=1.[Cl-].[NH4+]. (9) Given the product [CH3:10][N:11]1[CH2:12][CH:13]=[C:14]([C:2]2[CH:9]=[CH:8][C:5]([CH:6]=[O:7])=[CH:4][CH:3]=2)[CH2:15][CH2:16]1, predict the reactants needed to synthesize it. The reactants are: Br[C:2]1[CH:9]=[CH:8][C:5]([CH:6]=[O:7])=[CH:4][CH:3]=1.[CH3:10][N:11]1[CH2:16][CH:15]=[C:14](B2OC(C)(C)C(C)(C)O2)[CH2:13][CH2:12]1.C(=O)([O-])[O-].[Na+].[Na+]. (10) Given the product [CH2:1]([O:3][C:4]([C:6]1[CH:7]=[N:8][N:9]([CH2:17][C:16]2[CH:19]=[CH:20][C:13]([O:12][CH3:11])=[CH:14][CH:15]=2)[CH:10]=1)=[O:5])[CH3:2], predict the reactants needed to synthesize it. The reactants are: [CH2:1]([O:3][C:4]([C:6]1[CH:7]=[N:8][NH:9][CH:10]=1)=[O:5])[CH3:2].[CH3:11][O:12][C:13]1[CH:20]=[CH:19][C:16]([CH2:17]Br)=[CH:15][CH:14]=1.C(=O)([O-])[O-].[K+].[K+].